This data is from Peptide-MHC class II binding affinity with 134,281 pairs from IEDB. The task is: Regression. Given a peptide amino acid sequence and an MHC pseudo amino acid sequence, predict their binding affinity value. This is MHC class II binding data. (1) The peptide sequence is HVLGRLITVNPIVTE. The MHC is DRB1_0802 with pseudo-sequence DRB1_0802. The binding affinity (normalized) is 0.616. (2) The peptide sequence is DPWFAHGTPMPKIQNVSSSD. The MHC is DRB1_0401 with pseudo-sequence DRB1_0401. The binding affinity (normalized) is 0. (3) The peptide sequence is STTENVVNLSNYEDA. The MHC is DRB1_0404 with pseudo-sequence DRB1_0404. The binding affinity (normalized) is 0.131. (4) The peptide sequence is RSPISNMVSMANNHM. The MHC is HLA-DQA10201-DQB10202 with pseudo-sequence HLA-DQA10201-DQB10202. The binding affinity (normalized) is 0.170. (5) The peptide sequence is TKEDLFGKKNLIPSS. The MHC is DRB3_0301 with pseudo-sequence DRB3_0301. The binding affinity (normalized) is 0.292. (6) The peptide sequence is SPAIFQSSMTKILEP. The MHC is DRB1_0301 with pseudo-sequence DRB1_0301. The binding affinity (normalized) is 0.